Regression. Given two drug SMILES strings and cell line genomic features, predict the synergy score measuring deviation from expected non-interaction effect. From a dataset of NCI-60 drug combinations with 297,098 pairs across 59 cell lines. (1) Drug 1: CN1CCC(CC1)COC2=C(C=C3C(=C2)N=CN=C3NC4=C(C=C(C=C4)Br)F)OC. Drug 2: CN1C2=C(C=C(C=C2)N(CCCl)CCCl)N=C1CCCC(=O)O.Cl. Cell line: SK-MEL-5. Synergy scores: CSS=1.30, Synergy_ZIP=3.67, Synergy_Bliss=7.88, Synergy_Loewe=1.45, Synergy_HSA=2.21. (2) Drug 1: CC1CCC2CC(C(=CC=CC=CC(CC(C(=O)C(C(C(=CC(C(=O)CC(OC(=O)C3CCCCN3C(=O)C(=O)C1(O2)O)C(C)CC4CCC(C(C4)OC)OCCO)C)C)O)OC)C)C)C)OC. Drug 2: CC(C)(C#N)C1=CC(=CC(=C1)CN2C=NC=N2)C(C)(C)C#N. Cell line: UACC-257. Synergy scores: CSS=0.206, Synergy_ZIP=1.05, Synergy_Bliss=2.37, Synergy_Loewe=0.180, Synergy_HSA=0.286. (3) Drug 1: CC(C1=C(C=CC(=C1Cl)F)Cl)OC2=C(N=CC(=C2)C3=CN(N=C3)C4CCNCC4)N. Drug 2: CCC1(C2=C(COC1=O)C(=O)N3CC4=CC5=C(C=CC(=C5CN(C)C)O)N=C4C3=C2)O.Cl. Cell line: NCI-H322M. Synergy scores: CSS=-7.42, Synergy_ZIP=1.73, Synergy_Bliss=-1.90, Synergy_Loewe=-3.62, Synergy_HSA=-4.28. (4) Drug 1: C1=C(C(=O)NC(=O)N1)N(CCCl)CCCl. Drug 2: CC12CCC3C(C1CCC2O)C(CC4=C3C=CC(=C4)O)CCCCCCCCCS(=O)CCCC(C(F)(F)F)(F)F. Cell line: NCI-H522. Synergy scores: CSS=28.1, Synergy_ZIP=-1.35, Synergy_Bliss=-0.885, Synergy_Loewe=1.35, Synergy_HSA=1.67. (5) Drug 1: CCC1=CC2CC(C3=C(CN(C2)C1)C4=CC=CC=C4N3)(C5=C(C=C6C(=C5)C78CCN9C7C(C=CC9)(C(C(C8N6C)(C(=O)OC)O)OC(=O)C)CC)OC)C(=O)OC.C(C(C(=O)O)O)(C(=O)O)O. Drug 2: C1CC(C1)(C(=O)O)C(=O)O.[NH2-].[NH2-].[Pt+2]. Cell line: A498. Synergy scores: CSS=12.3, Synergy_ZIP=-7.58, Synergy_Bliss=1.71, Synergy_Loewe=-8.31, Synergy_HSA=3.67. (6) Drug 1: CC(CN1CC(=O)NC(=O)C1)N2CC(=O)NC(=O)C2. Drug 2: C1=NC2=C(N=C(N=C2N1C3C(C(C(O3)CO)O)F)Cl)N. Cell line: A498. Synergy scores: CSS=25.8, Synergy_ZIP=-9.03, Synergy_Bliss=-1.25, Synergy_Loewe=-1.24, Synergy_HSA=1.58.